This data is from Forward reaction prediction with 1.9M reactions from USPTO patents (1976-2016). The task is: Predict the product of the given reaction. The product is: [NH2:1][C:2]([C:4]1[O:8][N:7]=[C:6]([N:9]2[CH2:14][CH2:13][N:12]([C:15]([O:17][CH2:18][C:19]3[CH:24]=[CH:23][CH:22]=[CH:21][CH:20]=3)=[O:16])[CH2:11][CH2:10]2)[CH:5]=1)=[O:3]. Given the reactants [NH2:1][C:2]([CH:4]1[O:8][N:7]=[C:6]([N:9]2[CH2:14][CH2:13][N:12]([C:15]([O:17][CH2:18][C:19]3[CH:24]=[CH:23][CH:22]=[CH:21][CH:20]=3)=[O:16])[CH2:11][CH2:10]2)[CH2:5]1)=[O:3].C([O-])(=O)C.[Na+].II, predict the reaction product.